This data is from Reaction yield outcomes from USPTO patents with 853,638 reactions. The task is: Predict the reaction yield, written as a fraction of the theoretical maximum amount of product (1.0 means a 100% yield; for example, 0.34 means a 34% yield). (1) The reactants are [OH-].[Na+].[CH3:3][N:4]([C:17]1[CH:18]=[C:19]([C:23]2C=CC(CCC(OCC)=O)=[CH:25][CH:24]=2)[CH:20]=[CH:21][CH:22]=1)[C:5]([NH:7][CH2:8][CH2:9][CH2:10][C:11]1C=C[CH:14]=[CH:13][CH:12]=1)=[O:6].O.[C:37]([OH:40])(=[O:39])[CH3:38].O1[CH2:45][CH2:44][CH2:43][CH2:42]1.[CH3:46]O. No catalyst specified. The product is [CH2:8]([NH:7][C:5](=[O:6])[N:4]([C:17]1[CH:18]=[C:19]([C:23]2[CH:24]=[CH:25][C:45]([CH2:46][CH2:38][C:37]([OH:40])=[O:39])=[CH:44][C:43]=2[CH3:42])[CH:20]=[CH:21][CH:22]=1)[CH3:3])[CH2:9][CH2:10][CH2:11][CH2:12][CH2:13][CH3:14]. The yield is 0.550. (2) The reactants are [CH3:1][Si](C=[N+]=[N-])(C)C.[Cl:8][C:9]1[S:13][C:12]([S:14]([NH:17][C@H:18]([C:24]([OH:26])=[O:25])[CH:19]([CH2:22][CH3:23])[CH2:20][CH3:21])(=[O:16])=[O:15])=[CH:11][CH:10]=1. The catalyst is C1COCC1.CO. The product is [CH3:1][O:25][C:24](=[O:26])[C@H:18]([CH:19]([CH2:20][CH3:21])[CH2:22][CH3:23])[NH:17][S:14]([C:12]1[S:13][C:9]([Cl:8])=[CH:10][CH:11]=1)(=[O:15])=[O:16]. The yield is 0.990. (3) The reactants are [F:1][C:2]1[CH:3]=[CH:4][C:5]([N:10]2[CH:14]=[N:13][CH:12]=[N:11]2)=[C:6]([CH:9]=1)[C:7]#[N:8].[ClH:15]. The catalyst is C(O)C. The product is [ClH:15].[F:1][C:2]1[CH:3]=[CH:4][C:5]([N:10]2[CH:14]=[N:13][CH:12]=[N:11]2)=[C:6]([CH2:7][NH2:8])[CH:9]=1. The yield is 0.980. (4) The reactants are [Cl:1][C:2]1[CH:3]=[C:4]([CH:22]=[CH:23][CH:24]=1)[C:5]([NH:7][C:8]1[C:13]([F:14])=[C:12]([F:15])[C:11]([C:16]([F:19])([F:18])[F:17])=[C:10]([F:20])[C:9]=1[F:21])=[O:6].[O-]S(C(F)(F)[F:30])(=O)=O.F[N+]1C(C)=CC(C)=CC=1C. No catalyst specified. The product is [Cl:1][C:2]1[CH:24]=[CH:23][C:22]([F:30])=[C:4]([CH:3]=1)[C:5]([NH:7][C:8]1[C:9]([F:21])=[C:10]([F:20])[C:11]([C:16]([F:18])([F:17])[F:19])=[C:12]([F:15])[C:13]=1[F:14])=[O:6]. The yield is 0.730. (5) The reactants are C([O:8][N:9]1[C:15](=[O:16])[N:14]2[CH2:17][C@H:10]1[CH2:11][CH2:12][C@H:13]2[C:18]([NH:20][O:21][C@@H:22]1[CH2:26][CH2:25][N:24]([C:27]([O:29][C:30]([CH3:33])([CH3:32])[CH3:31])=[O:28])[CH2:23]1)=[O:19])C1C=CC=CC=1.[H][H]. The catalyst is CO.[Pd]. The product is [OH:8][N:9]1[C:15](=[O:16])[N:14]2[CH2:17][C@H:10]1[CH2:11][CH2:12][C@H:13]2[C:18]([NH:20][O:21][C@@H:22]1[CH2:26][CH2:25][N:24]([C:27]([O:29][C:30]([CH3:33])([CH3:32])[CH3:31])=[O:28])[CH2:23]1)=[O:19]. The yield is 0.930. (6) The reactants are [CH3:1][C:2]1[O:6][C:5]([C:7]2[CH:12]=[CH:11][C:10]([CH3:13])=[CH:9][CH:8]=2)=[N:4][C:3]=1[CH2:14][CH2:15][O:16][C:17]1[CH:18]=[C:19]2[C:23](=[CH:24][CH:25]=1)[C@H:22]([CH2:26][C:27]([O:29]CC)=[O:28])[CH2:21][CH2:20]2.[Li+].[OH-].O.Cl. The catalyst is C1COCC1.CCO. The product is [CH3:1][C:2]1[O:6][C:5]([C:7]2[CH:8]=[CH:9][C:10]([CH3:13])=[CH:11][CH:12]=2)=[N:4][C:3]=1[CH2:14][CH2:15][O:16][C:17]1[CH:18]=[C:19]2[C:23](=[CH:24][CH:25]=1)[C@H:22]([CH2:26][C:27]([OH:29])=[O:28])[CH2:21][CH2:20]2. The yield is 0.850. (7) The reactants are C([O:3][C:4]1([CH2:22][O:23][CH2:24][CH2:25][CH2:26][CH2:27][CH2:28][CH2:29][CH3:30])[CH2:9][O:8][C:4]([O:3]CC)([CH2:22][O:23][CH2:24][CH2:25][CH2:26][CH2:27][CH2:28][CH2:29][CH3:30])[CH2:9][O:8]1)C.S(=O)(=O)(O)O.O.CC(OC)(C)C. The catalyst is C1COCC1. The product is [CH2:24]([O:23][CH2:22][C:4](=[O:3])[CH2:9][OH:8])[CH2:25][CH2:26][CH2:27][CH2:28][CH2:29][CH3:30]. The yield is 0.230. (8) The reactants are [H-].[Al+3].[Li+].[H-].[H-].[H-].[CH3:7][O:8][C:9]1[CH:10]=[C:11]([C:23]2[CH:28]=[CH:27][C:26]([NH:29][C:30]([CH2:32][CH2:33][N:34]([CH3:62])[CH2:35][CH2:36][C:37](=O)[NH:38][C:39]3[CH:40]=[CH:41][C:42]([C:45]4[CH:50]=[C:49]([O:51][CH3:52])[C:48]([O:53][CH2:54][C:55]([F:58])([F:57])[F:56])=[C:47]([O:59][CH3:60])[CH:46]=4)=[N:43][CH:44]=3)=O)=[CH:25][N:24]=2)[CH:12]=[C:13]([O:21][CH3:22])[C:14]=1[O:15][CH2:16][C:17]([F:20])([F:19])[F:18].CO. The catalyst is O1CCCC1. The product is [CH3:52][O:51][C:49]1[CH:50]=[C:45]([C:42]2[CH:41]=[CH:40][C:39]([NH:38][CH2:37][CH2:36][CH2:35][N:34]([CH3:62])[CH2:33][CH2:32][CH2:30][NH:29][C:26]3[CH:27]=[CH:28][C:23]([C:11]4[CH:12]=[C:13]([O:21][CH3:22])[C:14]([O:15][CH2:16][C:17]([F:18])([F:19])[F:20])=[C:9]([O:8][CH3:7])[CH:10]=4)=[N:24][CH:25]=3)=[CH:44][N:43]=2)[CH:46]=[C:47]([O:59][CH3:60])[C:48]=1[O:53][CH2:54][C:55]([F:56])([F:57])[F:58]. The yield is 0.940. (9) The reactants are [CH2:1]([O:8][C:9]1[CH:16]=[CH:15][C:12]([CH:13]=O)=[CH:11][CH:10]=1)[C:2]1[CH:7]=[CH:6][CH:5]=[CH:4][CH:3]=1.[NH2:17][C:18]1[C:23]([NH2:24])=[C:22]([CH:25]2[CH2:30][CH2:29][N:28]([C:31]([O:33][C:34]([CH3:37])([CH3:36])[CH3:35])=[O:32])[CH2:27][CH2:26]2)[CH:21]=[CH:20][N:19]=1.C(OI(C1C=CC=CC=1)OC(=O)C)(=O)C. The catalyst is O. The product is [CH2:1]([O:8][C:9]1[CH:16]=[CH:15][C:12]([C:13]2[NH:17][C:18]3=[N:19][CH:20]=[CH:21][C:22]([CH:25]4[CH2:30][CH2:29][N:28]([C:31]([O:33][C:34]([CH3:36])([CH3:35])[CH3:37])=[O:32])[CH2:27][CH2:26]4)=[C:23]3[N:24]=2)=[CH:11][CH:10]=1)[C:2]1[CH:7]=[CH:6][CH:5]=[CH:4][CH:3]=1. The yield is 0.0600. (10) The reactants are [OH:1][CH2:2][C@@H:3]1[CH2:7][S:6][C:5]([C:8]2[NH:9][C:10]3[C:15]([CH:16]=2)=[CH:14][C:13]([O:17][CH2:18][CH2:19][O:20][CH3:21])=[CH:12][C:11]=3[N:22]([CH3:32])[S:23]([C:26]2[CH:31]=[CH:30][CH:29]=[CH:28][N:27]=2)(=[O:25])=[O:24])=[N:4]1.[CH3:33][S:34](Cl)(=[O:36])=[O:35].C(N(CC)CC)C. The catalyst is O1CCCC1. The product is [CH3:33][S:34]([O:1][CH2:2][C@@H:3]1[CH2:7][S:6][C:5]([C:8]2[NH:9][C:10]3[C:15]([CH:16]=2)=[CH:14][C:13]([O:17][CH2:18][CH2:19][O:20][CH3:21])=[CH:12][C:11]=3[N:22]([CH3:32])[S:23]([C:26]2[CH:31]=[CH:30][CH:29]=[CH:28][N:27]=2)(=[O:24])=[O:25])=[N:4]1)(=[O:36])=[O:35]. The yield is 0.770.